From a dataset of Forward reaction prediction with 1.9M reactions from USPTO patents (1976-2016). Predict the product of the given reaction. (1) Given the reactants CC(P(C(C)(C)C)C1C(C2C=CC=CC=2)=CC=CC=1)(C)C.C([O-])([O-])=O.[Cs+].[Cs+].Br[C:29]1[C:30]([CH2:39][N:40]([C:44]([O:46][C:47]([CH3:50])([CH3:49])[CH3:48])=[O:45])[CH2:41][CH2:42][OH:43])=[N:31][CH:32]=[C:33]([CH:38]=1)[C:34]([O:36][CH3:37])=[O:35], predict the reaction product. The product is: [O:43]1[C:29]2[CH:38]=[C:33]([C:34]([O:36][CH3:37])=[O:35])[CH:32]=[N:31][C:30]=2[CH2:39][N:40]([C:44]([O:46][C:47]([CH3:50])([CH3:49])[CH3:48])=[O:45])[CH2:41][CH2:42]1. (2) Given the reactants [Cl-].[CH3:2][O:3][CH:4]([O:10][CH3:11])[C:5]([CH3:9])=[CH:6][CH2:7][Cl:8], predict the reaction product. The product is: [CH3:2][O:3][CH:4]([O:10][CH3:11])[C:5]([CH3:9])=[CH:6][CH2:7][Cl:8]. (3) Given the reactants [CH3:1][C@:2]12[C@@:19]3([CH3:20])[C@@H:10]([C@:11]4([CH3:33])[C@@H:16]([CH2:17][CH2:18]3)[C:15]([CH3:22])([CH3:21])[C:14]([C:23]3[CH:32]=[CH:31][C:26]([C:27]([O:29]C)=[O:28])=[CH:25][CH:24]=3)=[CH:13][CH2:12]4)[CH2:9][CH2:8][C@@H:7]1[C@H:6]1[C@H:34]([C:37]([CH3:39])=[CH2:38])[CH2:35][CH2:36][C@:5]1([NH:40][CH2:41][CH2:42][NH:43][S:44]([CH3:47])(=[O:46])=[O:45])[CH2:4][CH2:3]2.[OH-].[Na+], predict the reaction product. The product is: [CH3:1][C@:2]12[C@@:19]3([CH3:20])[C@@H:10]([C@:11]4([CH3:33])[C@@H:16]([CH2:17][CH2:18]3)[C:15]([CH3:21])([CH3:22])[C:14]([C:23]3[CH:32]=[CH:31][C:26]([C:27]([OH:29])=[O:28])=[CH:25][CH:24]=3)=[CH:13][CH2:12]4)[CH2:9][CH2:8][C@@H:7]1[C@H:6]1[C@H:34]([C:37]([CH3:39])=[CH2:38])[CH2:35][CH2:36][C@:5]1([NH:40][CH2:41][CH2:42][NH:43][S:44]([CH3:47])(=[O:46])=[O:45])[CH2:4][CH2:3]2. (4) Given the reactants [N:1]([C:4]1[C:5]2[NH:12][CH:11]=[C:10]([C@H:13]3[C@H:17]([OH:18])[C@H:16]([OH:19])[C@@H:15]([CH2:20][OH:21])[N:14]3[C:22]([O:24][C:25]([CH3:28])([CH3:27])[CH3:26])=[O:23])[C:6]=2[N:7]=[CH:8][N:9]=1)=[N+:2]=[N-:3].N1C=CN=C1.Cl[Si:35]([CH:48]([CH3:50])[CH3:49])([CH:45]([CH3:47])[CH3:46])[O:36][Si:37](Cl)([CH:41]([CH3:43])[CH3:42])[CH:38]([CH3:40])[CH3:39], predict the reaction product. The product is: [N:1]([C:4]1[C:5]2[NH:12][CH:11]=[C:10]([C@@H:13]3[N:14]([C:22]([O:24][C:25]([CH3:28])([CH3:27])[CH3:26])=[O:23])[C@@H:15]4[CH2:20][O:21][Si:35]([CH:45]([CH3:47])[CH3:46])([CH:48]([CH3:50])[CH3:49])[O:36][Si:37]([CH:41]([CH3:43])[CH3:42])([CH:38]([CH3:39])[CH3:40])[O:19][C@H:16]4[C@H:17]3[OH:18])[C:6]=2[N:7]=[CH:8][N:9]=1)=[N+:2]=[N-:3]. (5) Given the reactants Br[C:2]1[CH:7]=[CH:6][CH:5]=[CH:4][C:3]=1[CH2:8][CH2:9][C:10]([N:12]([CH:22]([CH3:24])[CH3:23])[NH:13][C:14](=[O:21])[C:15]1[CH:20]=[CH:19][CH:18]=[CH:17][CH:16]=1)=[O:11].C([O-])([O-])=O.[Na+].[Na+].[CH3:31][O:32][C:33]1[CH:34]=[C:35](B(O)O)[CH:36]=[CH:37][CH:38]=1, predict the reaction product. The product is: [CH:22]([N:12]([C:10](=[O:11])[CH2:9][CH2:8][C:3]1[CH:4]=[CH:5][CH:6]=[CH:7][C:2]=1[C:37]1[CH:36]=[CH:35][CH:34]=[C:33]([O:32][CH3:31])[CH:38]=1)[NH:13][C:14](=[O:21])[C:15]1[CH:20]=[CH:19][CH:18]=[CH:17][CH:16]=1)([CH3:24])[CH3:23].